This data is from Antibody developability classification from SAbDab with 2,409 antibodies. The task is: Regression/Classification. Given an antibody's heavy chain and light chain sequences, predict its developability. TAP uses regression for 5 developability metrics; SAbDab uses binary classification. The antibody is ['EEQLVESGGGVVQPGGSLRLSCLASGFTFHKYGMHWVRQAPGKGLEWVALISDDGMRKYHSDSMWGRVTISRDNSKNTLYLQFSSLKVEDTAMFFCAREAGGPIWHDDVKYYDFNDGYYNYHYMDVWGKGTTVTVSS', 'QSALTQPASVSGSPGQTITISCQGTSSDVGGFDSVSWYQQSPGKAPKVMVFDVSHRPSGISNRFSGSKSGNTASLTISGLHIEDEGDYFCSSLTDRSHRIFGGGTKVTVL']. Result: 0 (not developable).